This data is from Peptide-MHC class I binding affinity with 185,985 pairs from IEDB/IMGT. The task is: Regression. Given a peptide amino acid sequence and an MHC pseudo amino acid sequence, predict their binding affinity value. This is MHC class I binding data. (1) The peptide sequence is RFYITTRYK. The MHC is HLA-A03:01 with pseudo-sequence HLA-A03:01. The binding affinity (normalized) is 0.941. (2) The peptide sequence is KRLRLVHLL. The MHC is Mamu-B03 with pseudo-sequence Mamu-B03. The binding affinity (normalized) is 0.769. (3) The peptide sequence is GLLGWSPQA. The MHC is HLA-A02:06 with pseudo-sequence HLA-A02:06. The binding affinity (normalized) is 0.357. (4) The peptide sequence is RLIWSHHHI. The MHC is HLA-A02:01 with pseudo-sequence HLA-A02:01. The binding affinity (normalized) is 0.343. (5) The peptide sequence is YGSWFGLIY. The MHC is HLA-A02:11 with pseudo-sequence HLA-A02:11. The binding affinity (normalized) is 0.0847. (6) The peptide sequence is QSAGFTAGL. The MHC is HLA-A02:06 with pseudo-sequence HLA-A02:06. The binding affinity (normalized) is 0.245. (7) The peptide sequence is RAAQRRTAA. The MHC is HLA-B07:02 with pseudo-sequence HLA-B07:02. The binding affinity (normalized) is 0.779.